From a dataset of M1 muscarinic receptor antagonist screen with 61,756 compounds. Binary Classification. Given a drug SMILES string, predict its activity (active/inactive) in a high-throughput screening assay against a specified biological target. (1) The compound is S=c1n(c(n[nH]1)c1ccc(C(C)(C)C)cc1)CC. The result is 0 (inactive). (2) The compound is Clc1c(OCc2ccc(cc2)C(O)=O)ccc(c1)CO. The result is 0 (inactive). (3) The compound is O=C(NC1CCCCCCC1)Cc1c(O)c2c([nH]c1=O)cccc2. The result is 0 (inactive). (4) The drug is O1CCN(C(=O)C(c2ccccc2)(c2ccccc2)C)CC1. The result is 0 (inactive).